Dataset: Reaction yield outcomes from USPTO patents with 853,638 reactions. Task: Predict the reaction yield, written as a fraction of the theoretical maximum amount of product (1.0 means a 100% yield; for example, 0.34 means a 34% yield). (1) The reactants are [C:1]([O:11][Si](C)(C)C)(=O)[CH2:2][C:3]([O:5][Si](C)(C)C)=[O:4].C([Li])CCC.[C:21](Cl)(=O)[CH2:22][CH2:23][CH2:24][CH2:25]C.C(=O)(O)[O-].[Na+]. The catalyst is C(OCC)C. The product is [O:11]=[C:1]([CH2:21][CH2:22][CH2:23][CH2:24][CH3:25])[CH2:2][C:3]([OH:5])=[O:4]. The yield is 0.870. (2) The reactants are [CH3:1][O:2][C:3](=[O:23])[CH2:4][CH2:5][CH2:6][C:7](=O)[N:8]([C:10]1[CH:15]=[CH:14][C:13]([N+:16]([O-])=O)=[CH:12][C:11]=1[N+:19]([O-])=O)[CH3:9].[ClH:24]. The catalyst is [Pd].CO. The product is [ClH:24].[CH3:1][O:2][C:3](=[O:23])[CH2:4][CH2:5][CH2:6][C:7]1[N:8]([CH3:9])[C:10]2[CH:15]=[CH:14][C:13]([NH2:16])=[CH:12][C:11]=2[N:19]=1. The yield is 0.990. (3) The reactants are C(OC([C:8]12[CH2:16][NH:15][CH2:14][C:13]31[CH:11]([CH:12]3N)[CH2:10][CH2:9]2)=O)(C)(C)C.C([N:20](CC)CC)C.F[C:26]1[C:35]([CH3:36])=[C:34]2[C:29]([C:30](=[O:44])[C:31]([C:41]([OH:43])=[O:42])=[CH:32][N:33]2[C@@H:37]2[CH2:39][C@@H:38]2[F:40])=[CH:28][CH:27]=1. The catalyst is CS(C)=O.C(OCC)(=O)C.Cl. The product is [NH2:20][C:8]12[CH2:16][N:15]([C:26]3[C:35]([CH3:36])=[C:34]4[C:29]([C:30](=[O:44])[C:31]([C:41]([OH:43])=[O:42])=[CH:32][N:33]4[C@@H:37]4[CH2:39][C@@H:38]4[F:40])=[CH:28][CH:27]=3)[CH2:14][C:13]31[CH:11]([CH2:12]3)[CH2:10][CH2:9]2. The yield is 0.290. (4) The reactants are Cl[C:2]1[CH:9]=[C:8]([C:10]2[C:14]([C:15]([F:18])([F:17])[F:16])=[CH:13][NH:12][N:11]=2)[CH:7]=[CH:6][C:3]=1[C:4]#[N:5].[F:19][C:20]([F:24])([F:23])[CH2:21][SH:22].C(=O)([O-])[O-].[K+].[K+].O. The catalyst is CN(C)C=O. The product is [F:19][C:20]([F:24])([F:23])[CH2:21][S:22][C:2]1[CH:9]=[C:8]([C:10]2[C:14]([C:15]([F:18])([F:17])[F:16])=[CH:13][NH:12][N:11]=2)[CH:7]=[CH:6][C:3]=1[C:4]#[N:5]. The yield is 0.571.